From a dataset of Peptide-MHC class II binding affinity with 134,281 pairs from IEDB. Regression. Given a peptide amino acid sequence and an MHC pseudo amino acid sequence, predict their binding affinity value. This is MHC class II binding data. The MHC is HLA-DQA10401-DQB10402 with pseudo-sequence HLA-DQA10401-DQB10402. The peptide sequence is EKKYFAATAFEPLAA. The binding affinity (normalized) is 0.434.